Predict the product of the given reaction. From a dataset of Forward reaction prediction with 1.9M reactions from USPTO patents (1976-2016). Given the reactants [C:1](Cl)(=[O:8])[C:2]1[CH:7]=[CH:6][CH:5]=[CH:4][CH:3]=1.[NH2:10][C@@H:11]([CH2:34][C:35]1[CH:40]=[CH:39][CH:38]=[CH:37][CH:36]=1)[C:12]([N:14]1[CH2:19][CH2:18][C:17]2[C:20](=[O:33])[O:21][C:22]([CH2:29][CH:30]([CH3:32])[CH3:31])([C:23]3[CH:28]=[CH:27][CH:26]=[CH:25][CH:24]=3)[C:16]=2[CH2:15]1)=[O:13], predict the reaction product. The product is: [CH2:29]([C:22]1([C:23]2[CH:28]=[CH:27][CH:26]=[CH:25][CH:24]=2)[C:16]2[CH2:15][N:14]([C:12](=[O:13])[C@@H:11]([NH:10][C:1](=[O:8])[C:2]3[CH:7]=[CH:6][CH:5]=[CH:4][CH:3]=3)[CH2:34][C:35]3[CH:36]=[CH:37][CH:38]=[CH:39][CH:40]=3)[CH2:19][CH2:18][C:17]=2[C:20](=[O:33])[O:21]1)[CH:30]([CH3:32])[CH3:31].